Predict the product of the given reaction. From a dataset of Forward reaction prediction with 1.9M reactions from USPTO patents (1976-2016). (1) Given the reactants [CH3:1][C:2]1[C:3]([CH2:13][CH2:14][N:15]2[CH2:20][CH2:19][N:18]([C:21]3[CH:30]=[CH:29][CH:28]=[C:27]4[C:22]=3[CH:23]=[CH:24][C:25]([CH3:31])=[N:26]4)[CH2:17][CH2:16]2)=[C:4]2[C:9](=[CH:10][CH:11]=1)[NH:8][C:7](=[O:12])[CH2:6][CH2:5]2.[ClH:32].Cl.[CH3:34]C1C(CCN2CCN(C3C=CC=C4C=3C=CC(C)=N4)CC2)=C2C(=CC=1)NC(=O)CC2.[H-].[Na+].IC, predict the reaction product. The product is: [ClH:32].[ClH:32].[CH3:34][N:8]1[C:9]2[C:4](=[C:3]([CH2:13][CH2:14][N:15]3[CH2:20][CH2:19][N:18]([C:21]4[CH:30]=[CH:29][CH:28]=[C:27]5[C:22]=4[CH:23]=[CH:24][C:25]([CH3:31])=[N:26]5)[CH2:17][CH2:16]3)[C:2]([CH3:1])=[CH:11][CH:10]=2)[CH2:5][CH2:6][C:7]1=[O:12]. (2) Given the reactants C([O:4][C@H:5]([C:41]1[CH:46]=[CH:45][C:44]([F:47])=[CH:43][CH:42]=1)[CH2:6][CH2:7][C@H:8]1[C:11](=[O:12])[N:10]([C:13]2[CH:18]=[CH:17][C:16]([C:19]#[C:20][CH2:21][NH:22][S:23]([CH3:26])(=[O:25])=[O:24])=[CH:15][CH:14]=2)[C@@H:9]1[C:27]1[CH:32]=[CH:31][C:30]([O:33][Si:34]([C:37]([CH3:40])([CH3:39])[CH3:38])([CH3:36])[CH3:35])=[CH:29][CH:28]=1)(=O)C.[C-]#N.[Na+], predict the reaction product. The product is: [Si:34]([O:33][C:30]1[CH:29]=[CH:28][C:27]([C@@H:9]2[C@@H:8]([CH2:7][CH2:6][C@@H:5]([C:41]3[CH:46]=[CH:45][C:44]([F:47])=[CH:43][CH:42]=3)[OH:4])[C:11](=[O:12])[N:10]2[C:13]2[CH:14]=[CH:15][C:16]([C:19]#[C:20][CH2:21][NH:22][S:23]([CH3:26])(=[O:24])=[O:25])=[CH:17][CH:18]=2)=[CH:32][CH:31]=1)([C:37]([CH3:40])([CH3:38])[CH3:39])([CH3:35])[CH3:36].